This data is from Forward reaction prediction with 1.9M reactions from USPTO patents (1976-2016). The task is: Predict the product of the given reaction. (1) The product is: [CH3:1][O:2][C:3](=[O:29])[CH2:4][C@H:5]1[C:9]2[CH:10]=[CH:11][C:12]([O:14][C@H:15]3[C:23]4[C:18](=[C:19]([CH2:34][C:33]5[CH:36]=[CH:37][CH:38]=[CH:39][C:32]=5[F:31])[C:20]([C:24]([F:27])([F:26])[F:25])=[CH:21][CH:22]=4)[CH2:17][CH2:16]3)=[CH:13][C:8]=2[O:7][CH2:6]1. Given the reactants [CH3:1][O:2][C:3](=[O:29])[CH2:4][C@H:5]1[C:9]2[CH:10]=[CH:11][C:12]([O:14][C@H:15]3[C:23]4[C:18](=[C:19](Br)[C:20]([C:24]([F:27])([F:26])[F:25])=[CH:21][CH:22]=4)[CH2:17][CH2:16]3)=[CH:13][C:8]=2[O:7][CH2:6]1.[Cl-].[F:31][C:32]1[CH:39]=[CH:38][CH:37]=[CH:36][C:33]=1[CH2:34][Zn+], predict the reaction product. (2) Given the reactants [C:1]([O:5][C@@H:6]([C:12]1[C:32]([CH3:33])=[CH:31][C:15]2[N:16]=[C:17]([C:19]3[CH:24]=[CH:23][CH:22]=[C:21]([C:25]4[CH:26]=[N:27][CH:28]=[N:29][CH:30]=4)[CH:20]=3)[S:18][C:14]=2[C:13]=1[C:34]1[CH:39]=[CH:38][C:37]([Cl:40])=[CH:36][CH:35]=1)[C:7]([O:9]CC)=[O:8])([CH3:4])([CH3:3])[CH3:2].[OH-].[Na+], predict the reaction product. The product is: [C:1]([O:5][C@@H:6]([C:12]1[C:32]([CH3:33])=[CH:31][C:15]2[N:16]=[C:17]([C:19]3[CH:24]=[CH:23][CH:22]=[C:21]([C:25]4[CH:26]=[N:27][CH:28]=[N:29][CH:30]=4)[CH:20]=3)[S:18][C:14]=2[C:13]=1[C:34]1[CH:35]=[CH:36][C:37]([Cl:40])=[CH:38][CH:39]=1)[C:7]([OH:9])=[O:8])([CH3:4])([CH3:2])[CH3:3]. (3) Given the reactants Cl[CH2:2][CH2:3][CH2:4][C:5]([C:13]1[CH:18]=[CH:17][C:16]([O:19][CH3:20])=[C:15]([O:21][CH3:22])[CH:14]=1)([CH:10]([CH3:12])[CH3:11])[C:6]([O:8][CH3:9])=[O:7].[CH3:23][NH:24][CH2:25][CH2:26][C:27]1[CH:28]=[C:29]([CH:34]=[CH:35][CH:36]=1)[C:30]([O:32][CH3:33])=[O:31], predict the reaction product. The product is: [CH3:22][O:21][C:15]1[CH:14]=[C:13]([C:5]([C:6]([O:8][CH3:9])=[O:7])([CH:10]([CH3:12])[CH3:11])[CH2:4][CH2:3][CH2:2][N:24]([CH3:23])[CH2:25][CH2:26][C:27]2[CH:28]=[C:29]([CH:34]=[CH:35][CH:36]=2)[C:30]([O:32][CH3:33])=[O:31])[CH:18]=[CH:17][C:16]=1[O:19][CH3:20]. (4) Given the reactants [CH2:1]([O:8][CH2:9][CH:10]([F:26])[CH2:11][N:12]1[C:16]([C:17]2[CH:22]=[CH:21][C:20]([F:23])=[CH:19][CH:18]=2)=[C:15](Br)[C:14]([CH3:25])=[N:13]1)[C:2]1[CH:7]=[CH:6][CH:5]=[CH:4][CH:3]=1.CC1(C)C(C)(C)OB([C:35]2[CH:36]=[CH:37][C:38]3[O:43][CH2:42][C:41](=[O:44])[NH:40][C:39]=3[CH:45]=2)O1.C(=O)([O-])[O-].[Cs+].[Cs+], predict the reaction product. The product is: [CH2:1]([O:8][CH2:9][CH:10]([F:26])[CH2:11][N:12]1[C:16]([C:17]2[CH:22]=[CH:21][C:20]([F:23])=[CH:19][CH:18]=2)=[C:15]([C:35]2[CH:36]=[CH:37][C:38]3[O:43][CH2:42][C:41](=[O:44])[NH:40][C:39]=3[CH:45]=2)[C:14]([CH3:25])=[N:13]1)[C:2]1[CH:7]=[CH:6][CH:5]=[CH:4][CH:3]=1. (5) Given the reactants [F-:1].[K+].[Cl:3][C:4]1[CH:5]=[C:6]2[C:10](=[C:11](I)[CH:12]=1)[C:9](=[O:14])[N:8]([CH2:15][C:16]1[CH:21]=[CH:20][C:19]([F:22])=[CH:18][CH:17]=1)[CH2:7]2.COC(=O)[C:26](Cl)([F:28])[F:27], predict the reaction product. The product is: [Cl:3][C:4]1[CH:5]=[C:6]2[C:10](=[C:11]([C:26]([F:28])([F:1])[F:27])[CH:12]=1)[C:9](=[O:14])[N:8]([CH2:15][C:16]1[CH:21]=[CH:20][C:19]([F:22])=[CH:18][CH:17]=1)[CH2:7]2. (6) The product is: [ClH:1].[Cl:1][C:2]1[CH:3]=[CH:4][C:5]([O:26][CH2:27][CH:28]([CH3:30])[CH3:29])=[C:6]([CH2:8][N:9]2[C:13]([CH3:14])=[CH:12][C:11]([C:15]([NH:17][C:18]3[CH:23]=[N:22][C:21]([CH2:24][N:45]4[CH2:50][CH2:49][CH2:48][CH2:47][CH2:46]4)=[CH:20][N:19]=3)=[O:16])=[N:10]2)[CH:7]=1. Given the reactants [Cl:1][C:2]1[CH:3]=[CH:4][C:5]([O:26][CH2:27][CH:28]([CH3:30])[CH3:29])=[C:6]([CH2:8][N:9]2[C:13]([CH3:14])=[CH:12][C:11]([C:15]([NH:17][C:18]3[CH:23]=[N:22][C:21]([CH:24]=O)=[CH:20][N:19]=3)=[O:16])=[N:10]2)[CH:7]=1.C(O[BH-](OC(=O)C)OC(=O)C)(=O)C.[Na+].[NH:45]1[CH2:50][CH2:49][CH2:48][CH2:47][CH2:46]1, predict the reaction product. (7) Given the reactants [C:1]([C:4]1[N:9]=[C:8]([C:10]2[CH:15]=[CH:14][C:13](B(O)O)=[CH:12][CH:11]=2)[C:7]([CH3:19])=[N:6][C:5]=1[CH3:20])(=[O:3])[NH2:2].[F:21][C:22]1[CH:23]=[C:24]([CH2:37][C:38]([O:40][CH3:41])=[O:39])[CH:25]=[C:26]([F:36])[C:27]=1OS(C(F)(F)F)(=O)=O.P([O-])([O-])([O-])=O.[K+].[K+].[K+], predict the reaction product. The product is: [C:1]([C:4]1[N:9]=[C:8]([C:10]2[CH:15]=[CH:14][C:13]([C:27]3[C:26]([F:36])=[CH:25][C:24]([CH2:37][C:38]([O:40][CH3:41])=[O:39])=[CH:23][C:22]=3[F:21])=[CH:12][CH:11]=2)[C:7]([CH3:19])=[N:6][C:5]=1[CH3:20])(=[O:3])[NH2:2].